Task: Predict the reaction yield, written as a fraction of the theoretical maximum amount of product (1.0 means a 100% yield; for example, 0.34 means a 34% yield).. Dataset: Reaction yield outcomes from USPTO patents with 853,638 reactions (1) The reactants are [N:1]1([C:7]2[CH:13]=[CH:12][CH:11]=[CH:10][C:8]=2[NH2:9])[CH2:6][CH2:5][O:4][CH2:3][CH2:2]1.[N:14]([O-])=O.[Na+].C([O-])(=O)C.[Na+].[C:23]([CH2:26][C:27](=[O:29])[CH3:28])(=[O:25])[CH3:24]. The catalyst is C(O)(=O)C.Cl.O.C(O)C. The product is [N:1]1([C:7]2[CH:13]=[CH:12][CH:11]=[CH:10][C:8]=2[NH:9][N:14]=[C:26]([C:27](=[O:29])[CH3:28])[C:23](=[O:25])[CH3:24])[CH2:2][CH2:3][O:4][CH2:5][CH2:6]1. The yield is 0.620. (2) The reactants are Br[C:2]1[CH:7]=[CH:6][C:5]([C:8]([N:10]2[CH2:15][CH2:14][N:13]([C:16]3[CH:21]=[CH:20][CH:19]=[CH:18][C:17]=3[C:22]([CH3:25])([CH3:24])[CH3:23])[CH2:12][CH2:11]2)=[O:9])=[CH:4][CH:3]=1.CC1(C)C(C)(C)OB([C:34]2[CH:39]=[CH:38][C:37]([CH2:40][C:41]([OH:43])=[O:42])=[CH:36][CH:35]=2)O1.C(=O)([O-])[O-].[Na+].[Na+].Cl. The catalyst is O1CCCC1.C1(C)C=CC=CC=1.C(O)C.C(OCC)(=O)C.C1C=CC([P]([Pd]([P](C2C=CC=CC=2)(C2C=CC=CC=2)C2C=CC=CC=2)([P](C2C=CC=CC=2)(C2C=CC=CC=2)C2C=CC=CC=2)[P](C2C=CC=CC=2)(C2C=CC=CC=2)C2C=CC=CC=2)(C2C=CC=CC=2)C2C=CC=CC=2)=CC=1. The product is [C:22]([C:17]1[CH:18]=[CH:19][CH:20]=[CH:21][C:16]=1[N:13]1[CH2:14][CH2:15][N:10]([C:8]([C:5]2[CH:6]=[CH:7][C:2]([C:34]3[CH:39]=[CH:38][C:37]([CH2:40][C:41]([OH:43])=[O:42])=[CH:36][CH:35]=3)=[CH:3][CH:4]=2)=[O:9])[CH2:11][CH2:12]1)([CH3:25])([CH3:24])[CH3:23]. The yield is 0.260. (3) The reactants are [CH3:1][C:2]1[N:11]=[C:10]2[C:5]([C:6](O)=[CH:7][CH:8]=[N:9]2)=[CH:4][CH:3]=1.O=P(Cl)(Cl)[Cl:15]. No catalyst specified. The product is [Cl:15][C:6]1[CH:7]=[CH:8][N:9]=[C:10]2[C:5]=1[CH:4]=[CH:3][C:2]([CH3:1])=[N:11]2. The yield is 0.900. (4) The yield is 0.340. The catalyst is C(Cl)Cl.CN(C)C=O.C(OCC)(=O)C. The reactants are [CH3:1][O:2][C:3]1[CH:24]=[CH:23][C:6]([C:7]([N:9]2[C:18]3[C:13](=[CH:14][CH:15]=[CH:16][CH:17]=3)[CH:12]([C:19](O)=[O:20])[CH2:11][CH:10]2[CH3:22])=[O:8])=[CH:5][CH:4]=1.C(Cl)(=O)C(Cl)=O.C(N(C(C)C)CC)(C)C.[CH2:40]([NH:42][CH2:43][C:44]1[CH:49]=[CH:48][CH:47]=[CH:46][CH:45]=1)[CH3:41]. The product is [CH2:43]([N:42]([CH2:40][CH3:41])[C:19]([C@@H:12]1[C:13]2[C:18](=[CH:17][CH:16]=[CH:15][CH:14]=2)[N:9]([C:7](=[O:8])[C:6]2[CH:5]=[CH:4][C:3]([O:2][CH3:1])=[CH:24][CH:23]=2)[C@@H:10]([CH3:22])[CH2:11]1)=[O:20])[C:44]1[CH:49]=[CH:48][CH:47]=[CH:46][CH:45]=1. (5) The reactants are [C:1]1(=O)[NH:5][C:4](=[O:6])[C:3]2=[CH:7][CH:8]=[CH:9][CH:10]=[C:2]12.Cl. The catalyst is CC(O)=O. The product is [C:4]1(=[O:6])[C:3]2[C:2](=[CH:10][CH:9]=[CH:8][CH:7]=2)[CH2:1][NH:5]1. The yield is 0.530. (6) The reactants are [C:1]([C:3]1([C:9]2[CH:10]=[C:11]([CH:16]=[CH:17][CH:18]=2)[C:12]([O:14]C)=[O:13])[CH2:8][CH2:7][CH2:6][CH2:5][CH2:4]1)#[N:2].O.[OH-].[Li+].O1CCCC1.CO. The catalyst is O. The product is [C:1]([C:3]1([C:9]2[CH:10]=[C:11]([CH:16]=[CH:17][CH:18]=2)[C:12]([OH:14])=[O:13])[CH2:8][CH2:7][CH2:6][CH2:5][CH2:4]1)#[N:2]. The yield is 0.880. (7) The reactants are [OH-].[Na+].[F:3][C:4]1[CH:5]=[C:6]2[C:10](=[CH:11][CH:12]=1)[NH:9][CH:8]=[CH:7]2.[C:13]([O:17][C:18]([N:20]1[CH2:25][CH2:24][N:23]([C:26]2[CH:31]=[CH:30][CH:29]=[CH:28][C:27]=2[C:32]2[CH:37]=[CH:36][C:35]([CH2:38]OS(C)(=O)=O)=[CH:34][CH:33]=2)[CH2:22][CH2:21]1)=[O:19])([CH3:16])([CH3:15])[CH3:14]. The catalyst is O.S([O-])(O)(=O)=O.C([N+](CCCC)(CCCC)CCCC)CCC.C1(C)C=CC=CC=1.C(=O)(O)[O-].[Na+]. The product is [C:13]([O:17][C:18]([N:20]1[CH2:25][CH2:24][N:23]([C:26]2[CH:31]=[CH:30][CH:29]=[CH:28][C:27]=2[C:32]2[CH:37]=[CH:36][C:35]([CH2:38][N:9]3[C:10]4[C:6](=[CH:5][C:4]([F:3])=[CH:12][CH:11]=4)[CH:7]=[CH:8]3)=[CH:34][CH:33]=2)[CH2:22][CH2:21]1)=[O:19])([CH3:16])([CH3:15])[CH3:14]. The yield is 0.420. (8) The reactants are [F:1][C:2]1[CH:7]=[C:6]([F:8])[CH:5]=[CH:4][C:3]=1[N:9]1[C:18]2[C:13](=[CH:14][C:15]([F:20])=[C:16](F)[N:17]=2)[C:12](=[O:21])[C:11]([C:22]([O:24]CC)=[O:23])=[CH:10]1.[C:27](#[N:29])[CH3:28]. No catalyst specified. The product is [F:1][C:2]1[CH:7]=[C:6]([F:8])[CH:5]=[CH:4][C:3]=1[N:9]1[C:18]2[C:13](=[CH:14][C:15]([F:20])=[C:16]([NH:29][CH:27]3[CH2:2][CH2:3][NH:9][CH2:10][CH2:28]3)[N:17]=2)[C:12](=[O:21])[C:11]([C:22]([OH:24])=[O:23])=[CH:10]1. The yield is 0.740. (9) The reactants are [N:1]([CH2:4][C:5]1[CH:10]=[CH:9][C:8]([C:11]2[O:15][N:14]=[C:13]([C:16]3[CH:21]=[CH:20][C:19]([O:22][CH:23]([CH3:25])[CH3:24])=[C:18]([Cl:26])[CH:17]=3)[N:12]=2)=[CH:7][CH:6]=1)=[N+]=[N-].C1(P(C2C=CC=CC=2)C2C=CC=CC=2)C=CC=CC=1. The catalyst is C1COCC1.O. The product is [Cl:26][C:18]1[CH:17]=[C:16]([C:13]2[N:12]=[C:11]([C:8]3[CH:9]=[CH:10][C:5]([CH2:4][NH2:1])=[CH:6][CH:7]=3)[O:15][N:14]=2)[CH:21]=[CH:20][C:19]=1[O:22][CH:23]([CH3:25])[CH3:24]. The yield is 0.640. (10) The reactants are C([SiH](CC)CC)C.C([O:15][C:16]1[CH:21]=[CH:20][C:19]([N:22]2[C:30]3[C:25](=[CH:26][CH:27]=[CH:28][CH:29]=3)[C:24]([CH:31]=[N:32][OH:33])=[C:23]2[CH3:34])=[CH:18][C:17]=1[F:35])C1C=CC=CC=1.[Cl-].[NH4+].[F-].C([N+](CCCC)(CCCC)CCCC)CCC. The catalyst is ClCCl.O1CCCC1.C(OCC)(=O)C.O.CC([O-])=O.CC([O-])=O.[Pd+2].C(OCC)(=O)C.C(N(CC)CC)C. The product is [F:35][C:17]1[CH:18]=[C:19]([N:22]2[C:30]3[C:25](=[CH:26][CH:27]=[CH:28][CH:29]=3)[C:24]([CH:31]=[N:32][OH:33])=[C:23]2[CH3:34])[CH:20]=[CH:21][C:16]=1[OH:15]. The yield is 0.560.